Dataset: Peptide-MHC class II binding affinity with 134,281 pairs from IEDB. Task: Regression. Given a peptide amino acid sequence and an MHC pseudo amino acid sequence, predict their binding affinity value. This is MHC class II binding data. The peptide sequence is RCYSLYIAENGELTE. The MHC is DRB1_0405 with pseudo-sequence DRB1_0405. The binding affinity (normalized) is 0.724.